This data is from Catalyst prediction with 721,799 reactions and 888 catalyst types from USPTO. The task is: Predict which catalyst facilitates the given reaction. (1) Reactant: [NH2:1][C:2]1[CH:3]=[C:4]2[C:8](=[CH:9][CH:10]=1)[CH2:7][CH2:6][CH2:5]2.[C:11](OC(=O)C)(=[O:13])[CH3:12].O. Product: [C:11]([NH:1][C:2]1[CH:3]=[C:4]2[C:8](=[CH:9][CH:10]=1)[CH2:7][CH2:6][CH2:5]2)(=[O:13])[CH3:12]. The catalyst class is: 17. (2) Reactant: [NH2:1][C:2]1[CH:7]=[CH:6][C:5]([C:8]([F:11])([F:10])[F:9])=[CH:4][CH:3]=1.C(N(CC)CC)C.[C:19](OC(=O)C)(=[O:21])[CH3:20]. Product: [F:11][C:8]([F:9])([F:10])[C:5]1[CH:6]=[CH:7][C:2]([NH:1][C:19](=[O:21])[CH3:20])=[CH:3][CH:4]=1. The catalyst class is: 2. (3) Reactant: C(OC(=O)[NH:7][C@H:8]1[CH2:12][CH2:11][N:10]([CH2:13][C:14]2[CH:23]=[C:22]3[C:17]([C:18]([Cl:24])=[CH:19][CH:20]=[N:21]3)=[CH:16][CH:15]=2)[C:9]1=[O:25])(C)(C)C.C1(O)C=CC=CC=1.C([O-])(=O)C.[NH4+].C(#[N:41])C. Product: [ClH:24].[NH2:7][C@H:8]1[CH2:12][CH2:11][N:10]([CH2:13][C:14]2[CH:23]=[C:22]3[C:17]([C:18]([NH2:41])=[CH:19][CH:20]=[N:21]3)=[CH:16][CH:15]=2)[C:9]1=[O:25]. The catalyst class is: 6. (4) Reactant: [CH2:1]([N:8]1[C:13](=[O:14])[C:12]([CH2:15][C:16]2[CH:21]=[CH:20][C:19]([C:22]3[C:23]([C:28]#[N:29])=[CH:24][CH:25]=[CH:26][CH:27]=3)=[CH:18][CH:17]=2)=[C:11]([CH2:30][CH2:31][CH2:32][CH3:33])[N:10]=[C:9]1[CH2:34]O)[C:2]1[CH:7]=[CH:6][CH:5]=[CH:4][CH:3]=1.COCCN(S(F)(F)[F:46])CCOC.C(=O)([O-])O.[Na+]. Product: [CH2:1]([N:8]1[C:13](=[O:14])[C:12]([CH2:15][C:16]2[CH:21]=[CH:20][C:19]([C:22]3[C:23]([C:28]#[N:29])=[CH:24][CH:25]=[CH:26][CH:27]=3)=[CH:18][CH:17]=2)=[C:11]([CH2:30][CH2:31][CH2:32][CH3:33])[N:10]=[C:9]1[CH2:34][F:46])[C:2]1[CH:7]=[CH:6][CH:5]=[CH:4][CH:3]=1. The catalyst class is: 4. (5) Reactant: [C:1]([CH:8]([NH2:14])[CH2:9][O:10][CH2:11][CH2:12][OH:13])([O:3][C:4]([CH3:7])([CH3:6])[CH3:5])=[O:2].CC(C)([O-])C.[K+].C(O)(C)(C)C.Br[CH2:27][C:28]([O:30][CH2:31][CH3:32])=[O:29].Cl. Product: [CH2:31]([O:30][C:28](=[O:29])[CH2:27][O:13][CH2:12][CH2:11][O:10][CH2:9][CH:8]([NH2:14])[C:1]([O:3][C:4]([CH3:6])([CH3:7])[CH3:5])=[O:2])[CH3:32]. The catalyst class is: 11. (6) Reactant: [Cl:1][C:2]1[CH:3]=[C:4]2[C:8](=[CH:9][CH:10]=1)[NH:7][C:6]1[CH:11]([C:16]([O:18]C)=O)[CH2:12][CH2:13][CH2:14][CH2:15][C:5]2=1.[NH3:20]. Product: [Cl:1][C:2]1[CH:3]=[C:4]2[C:8](=[CH:9][CH:10]=1)[NH:7][C:6]1[CH:11]([C:16]([NH2:20])=[O:18])[CH2:12][CH2:13][CH2:14][CH2:15][C:5]2=1. The catalyst class is: 5. (7) Reactant: [CH3:1][O:2][C:3]1[CH:19]=[CH:18][C:6]([CH2:7][NH:8][CH2:9][C:10]2[CH:15]=[CH:14][C:13]([O:16][CH3:17])=[CH:12][CH:11]=2)=[CH:5][CH:4]=1.CCN(CC)CC.[CH2:27]([S:30](Cl)(=[O:32])=[O:31])[CH2:28][CH3:29]. Product: [CH3:17][O:16][C:13]1[CH:14]=[CH:15][C:10]([CH2:9][N:8]([CH2:7][C:6]2[CH:5]=[CH:4][C:3]([O:2][CH3:1])=[CH:19][CH:18]=2)[S:30]([CH2:27][CH2:28][CH3:29])(=[O:32])=[O:31])=[CH:11][CH:12]=1. The catalyst class is: 808. (8) Reactant: C(N=C=NC(C)C)(C)C.[F:10][C:11]1[CH:16]=[CH:15][C:14]([C:17]2([CH2:23][O:24][CH2:25][C:26]([OH:28])=O)[CH2:22][CH2:21][CH2:20][CH2:19][CH2:18]2)=[CH:13][CH:12]=1.[C:29]([O:33][C:34]([CH:36]1[CH2:39][N:38]([CH2:40][C:41]2[CH:46]=[CH:45][C:44]([C:47](=[N:49]O)[NH2:48])=[CH:43][CH:42]=2)[CH2:37]1)=[O:35])([CH3:32])([CH3:31])[CH3:30].[F-].C([N+](CCCC)(CCCC)CCCC)CCC. Product: [F:10][C:11]1[CH:12]=[CH:13][C:14]([C:17]2([CH2:23][O:24][CH2:25][C:26]3[O:28][N:49]=[C:47]([C:44]4[CH:43]=[CH:42][C:41]([CH2:40][N:38]5[CH2:37][CH:36]([C:34]([O:33][C:29]([CH3:30])([CH3:32])[CH3:31])=[O:35])[CH2:39]5)=[CH:46][CH:45]=4)[N:48]=3)[CH2:18][CH2:19][CH2:20][CH2:21][CH2:22]2)=[CH:15][CH:16]=1. The catalyst class is: 4. (9) Reactant: C([O:8][C:9]1[N:14]=[C:13]([C:15]([NH:17][C@@H:18]([C:26]2[CH:31]=[CH:30][C:29]([O:32][C:33]([F:36])([F:35])[F:34])=[C:28]([F:37])[CH:27]=2)[C:19]2[C:24]([F:25])=[CH:23][CH:22]=[CH:21][N:20]=2)=[O:16])[CH:12]=[CH:11][C:10]=1[N+:38]([O-])=O)C1C=CC=CC=1.[H][H].CCOC(C)=O. Product: [NH2:38][C:10]1[CH:11]=[CH:12][C:13]([C:15]([NH:17][C@@H:18]([C:26]2[CH:31]=[CH:30][C:29]([O:32][C:33]([F:35])([F:34])[F:36])=[C:28]([F:37])[CH:27]=2)[C:19]2[C:24]([F:25])=[CH:23][CH:22]=[CH:21][N:20]=2)=[O:16])=[N:14][C:9]=1[OH:8]. The catalyst class is: 123. (10) Reactant: Cl[C:2]1[CH:11]=[CH:10][C:9]2[C:4](=[CH:5][CH:6]=[C:7]([N+:12]([O-:14])=[O:13])[CH:8]=2)[N:3]=1.[CH2:15]([O:17][C:18]1[C:23]2[CH:24]([NH2:27])[CH2:25][O:26][C:22]=2[CH:21]=[CH:20][CH:19]=1)C.C(N(C(C)C)C(C)C)C. Product: [CH3:15][O:17][C:18]1[C:23]2[CH:24]([NH:27][C:2]3[CH:11]=[CH:10][C:9]4[C:4](=[CH:5][CH:6]=[C:7]([N+:12]([O-:14])=[O:13])[CH:8]=4)[N:3]=3)[CH2:25][O:26][C:22]=2[CH:21]=[CH:20][CH:19]=1. The catalyst class is: 60.